Predict the reactants needed to synthesize the given product. From a dataset of Full USPTO retrosynthesis dataset with 1.9M reactions from patents (1976-2016). (1) Given the product [O:29]1[CH:33]=[CH:32][CH:31]=[C:30]1[C:34]1[NH:36][C:47]([CH3:49])=[C:46]([C:45]([O:51][CH2:52][CH3:53])=[O:50])[CH:13]([C:12]2[CH:15]=[CH:16][CH:17]=[CH:18][CH:11]=2)[N:35]=1, predict the reactants needed to synthesize it. The reactants are: Cl.S1C=CC=C1C(N)=N.Cl[C:11]1[CH:18]=[C:17](F)[CH:16]=[CH:15][C:12]=1[CH:13]=O.C(OC)(=O)CC(C)=O.Cl.[O:29]1[CH:33]=[CH:32][CH:31]=[C:30]1[C:34]([NH2:36])=[NH:35].C(=O)C1C=CC=CC=1.[C:45]([O:51][CH2:52][CH3:53])(=[O:50])[CH2:46][C:47]([CH3:49])=O. (2) The reactants are: CCN=C=NCCCN(C)C.[OH2:12].ON1[C:18]2[CH:19]=[CH:20]C=C[C:17]=2[N:16]=N1.C[N:24]([CH:26]=[O:27])C. Given the product [CH2:19]([CH2:18][C:17]([NH2:16])=[O:12])[CH2:20][C:26]([NH2:24])=[O:27], predict the reactants needed to synthesize it. (3) Given the product [C:37]([OH:42])(=[O:41])[C:38]([OH:40])=[O:39].[NH:7]1[C:8]2[CH2:9][CH2:10][CH2:11][CH2:12][C:13]=2[C:5]([CH2:4][NH2:1])=[N:6]1, predict the reactants needed to synthesize it. The reactants are: [N:1]([CH2:4][C:5]1[C:13]2[CH2:12][CH2:11][CH2:10][CH2:9][C:8]=2[NH:7][N:6]=1)=[N+]=[N-].C1(P(C2C=CC=CC=2)C2C=CC=CC=2)C=CC=CC=1.O.C(O)C.[C:37]([OH:42])(=[O:41])[C:38]([OH:40])=[O:39]. (4) Given the product [Cl:67][C:68]1[C:73]([C:74]([F:76])([F:77])[F:75])=[CH:72][CH:71]=[CH:70][C:69]=1[CH2:78][NH:79][C:31]([CH:29]1[CH2:30][N:26]([CH:23]2[CH2:24][CH2:25][N:20]([C:18]([O:17][C:14]([CH3:16])([CH3:15])[CH3:13])=[O:19])[CH2:21][CH2:22]2)[C:27](=[O:35])[N:28]1[CH3:34])=[O:32], predict the reactants needed to synthesize it. The reactants are: CN1CC(C(OC)=O)N(C)C1=O.[CH3:13][C:14]([O:17][C:18]([N:20]1[CH2:25][CH2:24][CH:23]([N:26]2[CH2:30][CH:29]([C:31](O)=[O:32])[N:28]([CH3:34])[C:27]2=[O:35])[CH2:22][CH2:21]1)=[O:19])([CH3:16])[CH3:15].O.ON1C2C=CC=CC=2N=N1.Cl.C(N=C=NCCCN(C)C)C.C(N1CCOCC1)C.[Cl:67][C:68]1[C:73]([C:74]([F:77])([F:76])[F:75])=[CH:72][CH:71]=[CH:70][C:69]=1[CH2:78][NH2:79]. (5) Given the product [OH:8][C:9]1[CH:10]=[C:11]([CH:16]=[C:17]([O:19][C:20]2[CH:25]=[CH:24][C:23]([S:26]([CH3:29])(=[O:28])=[O:27])=[CH:22][CH:21]=2)[CH:18]=1)[C:12]([O:14][CH3:15])=[O:13], predict the reactants needed to synthesize it. The reactants are: C1(C[O:8][C:9]2[CH:10]=[C:11]([CH:16]=[C:17]([O:19][C:20]3[CH:25]=[CH:24][C:23]([S:26]([CH3:29])(=[O:28])=[O:27])=[CH:22][CH:21]=3)[CH:18]=2)[C:12]([O:14][CH3:15])=[O:13])C=CC=CC=1.